From a dataset of Full USPTO retrosynthesis dataset with 1.9M reactions from patents (1976-2016). Predict the reactants needed to synthesize the given product. (1) Given the product [CH2:1]([O:8][C:9]1[CH:10]=[C:11]([C:16]2[N:21]=[C:20]([C:22]([O:24][CH3:25])=[O:23])[CH:19]=[CH:18][C:17]=2[C:36]2[CH:37]=[CH:38][CH:39]=[CH:40][C:35]=2[CH3:34])[CH:12]=[CH:13][C:14]=1[Cl:15])[C:2]1[CH:7]=[CH:6][CH:5]=[CH:4][CH:3]=1, predict the reactants needed to synthesize it. The reactants are: [CH2:1]([O:8][C:9]1[CH:10]=[C:11]([C:16]2[N:21]=[C:20]([C:22]([O:24][CH3:25])=[O:23])[CH:19]=[CH:18][C:17]=2OS(C(F)(F)F)(=O)=O)[CH:12]=[CH:13][C:14]=1[Cl:15])[C:2]1[CH:7]=[CH:6][CH:5]=[CH:4][CH:3]=1.[CH3:34][C:35]1[CH:40]=[CH:39][CH:38]=[CH:37][C:36]=1B(O)O.P([O-])([O-])([O-])=O.[K+].[K+].[K+].O. (2) Given the product [CH2:1]([OH:12])[CH2:2][CH2:3][CH2:3][CH2:2][CH2:1][OH:12].[N+:5]([O-:7])([OH:6])=[O:4], predict the reactants needed to synthesize it. The reactants are: [CH2:1]([O:12][N+]([O-])=O)[CH:2](O[N+]([O-])=O)[CH2:3][O:4][N+:5]([O-:7])=[O:6]. (3) Given the product [Br:11][C:9]1[C:8]([CH2:14][CH3:15])=[N:7][CH:6]=[C:5]([CH:10]=1)[C:4]([O:3][CH2:1][CH3:2])=[O:13], predict the reactants needed to synthesize it. The reactants are: [CH2:1]([O:3][C:4](=[O:13])[C:5]1[CH:10]=[C:9]([Br:11])[C:8](Br)=[N:7][CH:6]=1)[CH3:2].[CH2:14]([Mg]Br)[CH3:15].O.C(OCC)(=O)C.